Dataset: Forward reaction prediction with 1.9M reactions from USPTO patents (1976-2016). Task: Predict the product of the given reaction. (1) Given the reactants [Cl:1][C:2]1[N:3]=[N:4][C:5](Cl)=[CH:6][C:7]=1[CH:8]([N:10]1[C:18](=[O:19])[C:17]2[C:12](=[CH:13][CH:14]=[CH:15][CH:16]=2)[C:11]1=[O:20])[CH3:9].[CH3:22]B1OB(C)OB(C)O1.C(=O)([O-])[O-].[K+].[K+], predict the reaction product. The product is: [Cl:1][C:2]1[N:3]=[N:4][C:5]([CH3:22])=[CH:6][C:7]=1[CH:8]([N:10]1[C:18](=[O:19])[C:17]2[C:12](=[CH:13][CH:14]=[CH:15][CH:16]=2)[C:11]1=[O:20])[CH3:9]. (2) Given the reactants [CH3:1][O:2][C:3]1[CH:50]=[CH:49][C:6]([CH2:7][N:8]([CH2:40][C:41]2[CH:46]=[CH:45][C:44]([O:47][CH3:48])=[CH:43][CH:42]=2)[C:9]2[N:14]=[CH:13][C:12]([C:15]3[C:16]4[CH2:29][CH2:28][N:27]([C:30]5[CH:38]=[CH:37][C:33]([C:34]([OH:36])=O)=[CH:32][C:31]=5[F:39])[C:17]=4[N:18]=[C:19]([N:21]4[CH2:26][CH2:25][O:24][CH2:23][CH2:22]4)[N:20]=3)=[CH:11][N:10]=2)=[CH:5][CH:4]=1.[N:51]1[CH:56]=[CH:55][CH:54]=[CH:53][C:52]=1[N:57]1[CH2:62][CH2:61][NH:60][CH2:59][CH2:58]1, predict the reaction product. The product is: [CH3:48][O:47][C:44]1[CH:45]=[CH:46][C:41]([CH2:40][N:8]([CH2:7][C:6]2[CH:49]=[CH:50][C:3]([O:2][CH3:1])=[CH:4][CH:5]=2)[C:9]2[N:10]=[CH:11][C:12]([C:15]3[C:16]4[CH2:29][CH2:28][N:27]([C:30]5[CH:38]=[CH:37][C:33]([C:34]([N:60]6[CH2:61][CH2:62][N:57]([C:52]7[CH:53]=[CH:54][CH:55]=[CH:56][N:51]=7)[CH2:58][CH2:59]6)=[O:36])=[CH:32][C:31]=5[F:39])[C:17]=4[N:18]=[C:19]([N:21]4[CH2:26][CH2:25][O:24][CH2:23][CH2:22]4)[N:20]=3)=[CH:13][N:14]=2)=[CH:42][CH:43]=1. (3) Given the reactants [O:1]1[CH2:5][CH2:4][CH:3]([CH2:6]O)[CH2:2]1.[Cl:8][C:9]1[CH:17]=[CH:16][CH:15]=[C:14]2[C:10]=1[C:11]([C:18]([NH:20][CH2:21][CH:22]1[CH2:27][CH2:26][C:25]([F:29])([F:28])[CH2:24][CH2:23]1)=[O:19])=[CH:12][NH:13]2, predict the reaction product. The product is: [Cl:8][C:9]1[CH:17]=[CH:16][CH:15]=[C:14]2[C:10]=1[C:11]([C:18]([NH:20][CH2:21][CH:22]1[CH2:27][CH2:26][C:25]([F:28])([F:29])[CH2:24][CH2:23]1)=[O:19])=[CH:12][N:13]2[CH2:6][CH:3]1[CH2:4][CH2:5][O:1][CH2:2]1. (4) Given the reactants [F:1][C:2]1([F:17])[CH2:7][CH2:6][CH:5]([CH2:8][CH2:9][C:10](=[O:16])[C:11]([O:13][CH2:14][CH3:15])=[O:12])[CH2:4][CH2:3]1.[Br-:18].[Br-].[Br-].C([N+](CCCC)(CCCC)CCCC)CCC.C([N+](CCCC)(CCCC)CCCC)CCC.C([N+](CCCC)(CCCC)CCCC)CCC.C(=O)([O-])O.[Na+], predict the reaction product. The product is: [Br:18][CH:9]([CH2:8][CH:5]1[CH2:6][CH2:7][C:2]([F:17])([F:1])[CH2:3][CH2:4]1)[C:10](=[O:16])[C:11]([O:13][CH2:14][CH3:15])=[O:12]. (5) The product is: [CH3:9][C:10]1[N:11]=[C:12]([C:20]2[CH:25]=[CH:24][CH:23]=[CH:22][CH:21]=2)[C:13]2[CH2:19][CH2:18][N:17]([C:36]3[CH:37]=[CH:38][N:39]=[C:34]([C@H:32]([OH:31])[CH3:33])[N:35]=3)[CH2:16][C:14]=2[N:15]=1. Given the reactants C(OCC)(=O)CCC.[CH3:9][C:10]1[N:11]=[C:12]([C:20]2[CH:25]=[CH:24][CH:23]=[CH:22][CH:21]=2)[C:13]2[CH2:19][CH2:18][NH:17][CH2:16][C:14]=2[N:15]=1.C([O:31][C@@H:32]([C:34]1[N:39]=[C:38](Cl)[CH:37]=[CH:36][N:35]=1)[CH3:33])(=O)CCC.C(N(CC)CC)C, predict the reaction product.